Task: Predict the reactants needed to synthesize the given product.. Dataset: Full USPTO retrosynthesis dataset with 1.9M reactions from patents (1976-2016) (1) Given the product [CH3:24][N:25]1[C:29]2=[N:30][CH:31]=[C:32]([N+:35]([O-:37])=[O:36])[C:33]([CH3:34])=[C:28]2[C:27]([C:6]2[CH2:7][C:2]([CH3:23])([CH3:1])[N:3]([C:16]([O:18][C:19]([CH3:22])([CH3:21])[CH3:20])=[O:17])[CH2:4][CH:5]=2)=[CH:26]1, predict the reactants needed to synthesize it. The reactants are: [CH3:1][C:2]1([CH3:23])[CH2:7][C:6](OS(C(F)(F)F)(=O)=O)=[CH:5][CH2:4][N:3]1[C:16]([O:18][C:19]([CH3:22])([CH3:21])[CH3:20])=[O:17].[CH3:24][N:25]1[C:29]2=[N:30][CH:31]=[C:32]([N+:35]([O-:37])=[O:36])[C:33]([CH3:34])=[C:28]2[C:27](B2OC(C)(C)C(C)(C)O2)=[CH:26]1.[O-]P([O-])([O-])=O.[K+].[K+].[K+]. (2) Given the product [Cl:1][C:2]1[CH:7]=[C:6]([O:15][CH2:14][CH2:13][O:12][CH3:11])[CH:5]=[CH:4][N:3]=1, predict the reactants needed to synthesize it. The reactants are: [Cl:1][C:2]1[CH:7]=[C:6]([N+]([O-])=O)[CH:5]=[CH:4][N:3]=1.[CH3:11][O:12][CH2:13][CH2:14][OH:15].CC([O-])(C)C.[K+]. (3) Given the product [C:8]1([CH2:6][O:28][C:25](=[O:26])[NH:23][C@H:21]2[CH2:20][CH2:19][C@@H:18]([CH3:24])[N:17]([C:4]3[CH:5]=[C:6]([C:8]4[CH:15]=[CH:14][C:11]([C:12]#[N:13])=[C:10]([F:16])[CH:9]=4)[N:7]=[C:2]([NH2:1])[N:3]=3)[CH2:22]2)[CH:15]=[CH:14][CH:11]=[CH:10][CH:9]=1, predict the reactants needed to synthesize it. The reactants are: [NH2:1][C:2]1[N:7]=[C:6]([C:8]2[CH:15]=[CH:14][C:11]([C:12]#[N:13])=[C:10]([F:16])[CH:9]=2)[CH:5]=[C:4]([N:17]2[CH2:22][C@@H:21]([NH2:23])[CH2:20][CH2:19][C@H:18]2[CH3:24])[N:3]=1.[C:25]([O-:28])(O)=[O:26].[Na+]. (4) The reactants are: F[C:2]1[CH:20]=[CH:19][C:18]([C:21]([F:24])([F:23])[F:22])=[CH:17][C:3]=1[C:4]([NH:6][C:7]1[CH:12]=[CH:11][CH:10]=[C:9]([S:13](=[O:16])(=[O:15])[NH2:14])[CH:8]=1)=[O:5].[Cl:25][C:26]1[CH:31]=[C:30]([F:32])[CH:29]=[CH:28][C:27]=1[OH:33].C(=O)([O-])[O-].[Cs+].[Cs+]. Given the product [Cl:25][C:26]1[CH:31]=[C:30]([F:32])[CH:29]=[CH:28][C:27]=1[O:33][C:2]1[CH:20]=[CH:19][C:18]([C:21]([F:24])([F:23])[F:22])=[CH:17][C:3]=1[C:4]([NH:6][C:7]1[CH:12]=[CH:11][CH:10]=[C:9]([S:13](=[O:16])(=[O:15])[NH2:14])[CH:8]=1)=[O:5], predict the reactants needed to synthesize it. (5) The reactants are: [CH2:1]([N:8]1[C:16]2[C:11](=[CH:12][CH:13]=[C:14]([OH:17])[CH:15]=2)[C:10]([C:18]([NH:20][CH2:21][C:22]2[CH:27]=[CH:26][C:25]([F:28])=[C:24]([F:29])[CH:23]=2)=[O:19])=[C:9]1[CH:30]([CH3:32])[CH3:31])[C:2]1[CH:7]=[CH:6][CH:5]=[CH:4][CH:3]=1.[F:33][C:34]([F:54])([F:53])[S:35](N(C1C=CC(Cl)=CN=1)[S:35]([C:34]([F:54])([F:53])[F:33])(=[O:37])=[O:36])(=[O:37])=[O:36]. Given the product [F:33][C:34]([F:54])([F:53])[S:35]([O:17][C:14]1[CH:15]=[C:16]2[C:11]([C:10]([C:18](=[O:19])[NH:20][CH2:21][C:22]3[CH:27]=[CH:26][C:25]([F:28])=[C:24]([F:29])[CH:23]=3)=[C:9]([CH:30]([CH3:32])[CH3:31])[N:8]2[CH2:1][C:2]2[CH:7]=[CH:6][CH:5]=[CH:4][CH:3]=2)=[CH:12][CH:13]=1)(=[O:37])=[O:36], predict the reactants needed to synthesize it. (6) Given the product [CH2:17]([O:1][C:2]1[CH:7]=[C:6]([F:8])[C:5]([Br:9])=[CH:4][C:3]=1[F:10])[C:18]1[CH:23]=[CH:22][CH:21]=[CH:20][CH:19]=1, predict the reactants needed to synthesize it. The reactants are: [OH:1][C:2]1[CH:7]=[C:6]([F:8])[C:5]([Br:9])=[CH:4][C:3]=1[F:10].C(=O)([O-])[O-].[K+].[K+].[CH2:17](Br)[C:18]1[CH:23]=[CH:22][CH:21]=[CH:20][CH:19]=1. (7) Given the product [CH2:8]([C@H:5]1[CH2:4][CH2:3][C@H:2]([C:11]2[CH:12]=[C:13]([F:18])[CH:14]=[C:15]([F:17])[CH:16]=2)[CH2:7][CH2:6]1)[CH2:9][CH3:10], predict the reactants needed to synthesize it. The reactants are: O[C:2]1([C:11]2[CH:16]=[C:15]([F:17])[CH:14]=[C:13]([F:18])[CH:12]=2)[CH2:7][CH2:6][CH:5]([CH2:8][CH2:9][CH3:10])[CH2:4][CH2:3]1.O. (8) Given the product [N:1]1([S:10]([C:13]2[CH:22]=[CH:21][C:20]([O:23][CH3:24])=[C:19]3[C:14]=2[CH2:15][CH2:16][C@H:17]([NH2:25])[CH2:18]3)(=[O:11])=[O:12])[C:9]2[C:4](=[CH:5][CH:6]=[CH:7][CH:8]=2)[CH2:3][CH2:2]1, predict the reactants needed to synthesize it. The reactants are: [N:1]1([S:10]([C:13]2[CH:22]=[CH:21][C:20]([O:23][CH3:24])=[C:19]3[C:14]=2[CH2:15][CH2:16][C@H:17]([NH:25]C(=O)C(F)(F)F)[CH2:18]3)(=[O:12])=[O:11])[C:9]2[C:4](=[CH:5][CH:6]=[CH:7][CH:8]=2)[CH2:3][CH2:2]1.[OH-].[Na+].Cl.C([O-])(O)=O.[Na+]. (9) The reactants are: [CH3:1][C:2]([CH3:15])([CH2:6][O:7][Si:8]([CH3:14])([CH3:13])[C:9]([CH3:12])([CH3:11])[CH3:10])[CH2:3][CH2:4][OH:5].[C:16]([O:20][C:21]([NH:23][CH2:24][C:25](O)=[O:26])=[O:22])([CH3:19])([CH3:18])[CH3:17]. Given the product [C:16]([O:20][C:21]([NH:23][CH2:24][C:25]([O:5][CH2:4][CH2:3][C:2]([CH3:15])([CH3:1])[CH2:6][O:7][Si:8]([CH3:14])([CH3:13])[C:9]([CH3:10])([CH3:12])[CH3:11])=[O:26])=[O:22])([CH3:19])([CH3:18])[CH3:17], predict the reactants needed to synthesize it. (10) The reactants are: C[O:2][C:3](=[O:35])[CH2:4][C:5]1[CH:10]=[CH:9][CH:8]=[C:7]([S:11]([C:14]2[CH:19]=[CH:18][C:17]([O:20][CH2:21][CH2:22][C:23]3[N:24]=[C:25]([C:29]4[CH:34]=[CH:33][CH:32]=[CH:31][CH:30]=4)[O:26][C:27]=3[CH3:28])=[CH:16][CH:15]=2)(=[O:13])=[O:12])[CH:6]=1.[OH-].[K+].O1CCCC1.Cl. Given the product [CH3:28][C:27]1[O:26][C:25]([C:29]2[CH:34]=[CH:33][CH:32]=[CH:31][CH:30]=2)=[N:24][C:23]=1[CH2:22][CH2:21][O:20][C:17]1[CH:18]=[CH:19][C:14]([S:11]([C:7]2[CH:6]=[C:5]([CH2:4][C:3]([OH:35])=[O:2])[CH:10]=[CH:9][CH:8]=2)(=[O:13])=[O:12])=[CH:15][CH:16]=1, predict the reactants needed to synthesize it.